Dataset: Full USPTO retrosynthesis dataset with 1.9M reactions from patents (1976-2016). Task: Predict the reactants needed to synthesize the given product. (1) Given the product [C:14]([OH:16])(=[O:15])[CH2:13][OH:20].[C:22]([N:11]([C:1]([O:3][CH2:4][C:5]1[CH:10]=[CH:9][CH:8]=[CH:7][CH:6]=1)=[O:2])[CH2:12][CH2:13][C:14]([OH:16])=[O:15])([CH3:25])([CH3:24])[CH3:23], predict the reactants needed to synthesize it. The reactants are: [C:1]([NH:11][CH2:12][CH2:13][C:14]([OH:16])=[O:15])([O:3][CH2:4][C:5]1[CH:10]=[CH:9][CH:8]=[CH:7][CH:6]=1)=[O:2].BrCC(O[C:22]([CH3:25])([CH3:24])[CH3:23])=[O:20].C([O-])([O-])=O.[K+].[K+]. (2) Given the product [F:1][C:2]1[CH:7]=[CH:6][C:5]([NH2:8])=[CH:4][C:3]=1[C:11]1[CH:12]=[CH:13][N:14]=[CH:15][CH:16]=1, predict the reactants needed to synthesize it. The reactants are: [F:1][C:2]1[CH:7]=[CH:6][C:5]([N+:8]([O-])=O)=[CH:4][C:3]=1[C:11]1[CH:16]=[CH:15][N:14]=[CH:13][CH:12]=1. (3) The reactants are: C1CCC(N=C=NC2CCCCC2)CC1.C(Cl)Cl.[CH3:19][O:20][C:21]1[CH:26]=[C:25]([O:27][CH3:28])[N:24]=[C:23]([N:29]2[C:38](=[O:39])[C:37]3[C:32](=[CH:33][C:34]([C:40]([OH:42])=O)=[CH:35][CH:36]=3)[NH:31][C:30]2=[S:43])[N:22]=1.[N:44]1([CH2:50][CH2:51][CH2:52][NH2:53])[CH2:49][CH2:48][O:47][CH2:46][CH2:45]1. Given the product [CH3:28][O:27][C:25]1[CH:26]=[C:21]([O:20][CH3:19])[N:22]=[C:23]([N:29]2[C:38](=[O:39])[C:37]3[C:32](=[CH:33][C:34]([C:40]([NH:53][CH2:52][CH2:51][CH2:50][N:44]4[CH2:49][CH2:48][O:47][CH2:46][CH2:45]4)=[O:42])=[CH:35][CH:36]=3)[NH:31][C:30]2=[S:43])[N:24]=1, predict the reactants needed to synthesize it. (4) Given the product [Br:14][C:7]1[C:6]2[C:5]([C:3]([OH:2])=[O:4])=[CH:13][CH:12]=[CH:11][C:10]=2[N:9]([C:19]2[CH:20]=[CH:21][C:16]([F:15])=[CH:17][CH:18]=2)[N:8]=1, predict the reactants needed to synthesize it. The reactants are: C[O:2][C:3]([C:5]1[C:6]2[C:7]([Br:14])=[N:8][NH:9][C:10]=2[CH:11]=[CH:12][CH:13]=1)=[O:4].[F:15][C:16]1[CH:21]=[CH:20][C:19](N2C3C=CC=C(C(O)=O)C=3C=N2)=[CH:18][CH:17]=1. (5) Given the product [Br:10][CH2:9][C:5]1[CH:6]=[C:7]([F:8])[C:2]([Cl:1])=[N:3][CH:4]=1, predict the reactants needed to synthesize it. The reactants are: [Cl:1][C:2]1[C:7]([F:8])=[CH:6][C:5]([CH3:9])=[CH:4][N:3]=1.[Br:10]N1C(=O)CCC1=O.